Task: Predict the product of the given reaction.. Dataset: Forward reaction prediction with 1.9M reactions from USPTO patents (1976-2016) (1) Given the reactants [C:1]([O-:4])(O)=O.[Na+].Cl[C:7]([O:9][CH2:10][CH:11]=[CH2:12])=[O:8].C1C=C[C:16]2[N:21](O)N=N[C:17]=2[CH:18]=1.C(Cl)CCl.CC[N:29]([CH2:32]C)CC.[O:34]1CCOC[CH2:35]1.O, predict the reaction product. The product is: [CH3:35][O:34][N:29]([CH3:32])[C:1](=[O:4])/[C:16](/[NH:21][C:7](=[O:8])[O:9][CH2:10][CH:11]=[CH2:12])=[CH:17]/[CH3:18]. (2) The product is: [Br:14][C:15]1[CH:22]=[CH:21][CH:20]=[CH:19][C:16]=1[CH2:17][N:13]1[C:8]2[C:9](=[N:10][C:5]([O:4][CH3:3])=[CH:6][CH:7]=2)[CH:11]=[CH:12]1. Given the reactants [H-].[Na+].[CH3:3][O:4][C:5]1[N:10]=[C:9]2[CH:11]=[CH:12][NH:13][C:8]2=[CH:7][CH:6]=1.[Br:14][C:15]1[CH:22]=[CH:21][CH:20]=[CH:19][C:16]=1[CH2:17]Br, predict the reaction product. (3) Given the reactants C(=N[OH:9])C1C=CC=CC=1.[H-].[Na+].[Cl:12][C:13]1[CH:14]=[CH:15][C:16]([C:26]([C:33]#[N:34])([CH3:32])[C:27]([O:29]CC)=O)=[C:17]([C:19]#[C:20][C:21]([O:23][CH2:24][CH3:25])=[O:22])[CH:18]=1, predict the reaction product. The product is: [Cl:12][C:13]1[CH:18]=[C:17]2[C:16](=[CH:15][CH:14]=1)[C:26]([C:33]#[N:34])([CH3:32])[C:27](=[O:29])[C:20]([C:21]([O:23][CH2:24][CH3:25])=[O:22])=[C:19]2[OH:9]. (4) Given the reactants C(=O)([O-])[O-].[Na+].[Na+].[N+:7]([C:10]1[CH:15]=[CH:14][CH:13]=[CH:12][C:11]=1B(O)O)([O-:9])=[O:8].Br[C:20]1[CH:32]=[CH:31][C:23]([C:24]([O:26][C:27]([CH3:30])([CH3:29])[CH3:28])=[O:25])=[C:22]([NH:33][C:34]([C:36]2[CH:37]=[N:38][CH:39]=[C:40]([C:42]3[CH:47]=[CH:46][CH:45]=[CH:44][CH:43]=3)[CH:41]=2)=[O:35])[CH:21]=1.C(O)(=O)CC(CC(O)=O)(C(O)=O)O, predict the reaction product. The product is: [N+:7]([C:10]1[CH:15]=[CH:14][CH:13]=[CH:12][C:11]=1[C:20]1[CH:32]=[CH:31][C:23]([C:24]([O:26][C:27]([CH3:29])([CH3:28])[CH3:30])=[O:25])=[C:22]([NH:33][C:34]([C:36]2[CH:37]=[N:38][CH:39]=[C:40]([C:42]3[CH:47]=[CH:46][CH:45]=[CH:44][CH:43]=3)[CH:41]=2)=[O:35])[CH:21]=1)([O-:9])=[O:8]. (5) Given the reactants [OH-].[K+].[CH3:3][O:4][C:5](=[O:11])[C:6]([CH3:10])([CH3:9])[CH2:7][OH:8].[CH3:12]I, predict the reaction product. The product is: [CH3:3][O:4][C:5](=[O:11])[C:6]([CH3:10])([CH3:9])[CH2:7][O:8][CH3:12]. (6) Given the reactants [C:1]([NH:4][C:5]1[S:6][C:7]([C:11]2[N:12]=[C:13]([C:16](Cl)=[O:17])[S:14][CH:15]=2)=[C:8]([CH3:10])[N:9]=1)(=[O:3])[CH3:2].[NH2:19][C:20]1[CH:21]=[CH:22][C:23]2[C:28](=[O:29])[O:27][C:26]([CH3:31])([CH3:30])[O:25][C:24]=2[CH:32]=1.C(CC1SC=C(C2SC(NC(=O)C)=NC=2C)N=1)#N.C(N(CC)CC)C, predict the reaction product. The product is: [C:1]([NH:4][C:5]1[S:6][C:7]([C:11]2[N:12]=[C:13]([C:16]([NH:19][C:20]3[CH:21]=[CH:22][C:23]4[C:28](=[O:29])[O:27][C:26]([CH3:30])([CH3:31])[O:25][C:24]=4[CH:32]=3)=[O:17])[S:14][CH:15]=2)=[C:8]([CH3:10])[N:9]=1)(=[O:3])[CH3:2].